This data is from NCI-60 drug combinations with 297,098 pairs across 59 cell lines. The task is: Regression. Given two drug SMILES strings and cell line genomic features, predict the synergy score measuring deviation from expected non-interaction effect. (1) Drug 1: CCCS(=O)(=O)NC1=C(C(=C(C=C1)F)C(=O)C2=CNC3=C2C=C(C=N3)C4=CC=C(C=C4)Cl)F. Drug 2: CC1=CC2C(CCC3(C2CCC3(C(=O)C)OC(=O)C)C)C4(C1=CC(=O)CC4)C. Cell line: HCC-2998. Synergy scores: CSS=-7.36, Synergy_ZIP=12.0, Synergy_Bliss=1.77, Synergy_Loewe=-10.3, Synergy_HSA=-10.9. (2) Drug 1: CCC1=CC2CC(C3=C(CN(C2)C1)C4=CC=CC=C4N3)(C5=C(C=C6C(=C5)C78CCN9C7C(C=CC9)(C(C(C8N6C)(C(=O)OC)O)OC(=O)C)CC)OC)C(=O)OC.C(C(C(=O)O)O)(C(=O)O)O. Drug 2: C1CN(P(=O)(OC1)NCCCl)CCCl. Cell line: RXF 393. Synergy scores: CSS=23.8, Synergy_ZIP=0.925, Synergy_Bliss=1.46, Synergy_Loewe=-34.5, Synergy_HSA=1.32. (3) Drug 1: CN1CCC(CC1)COC2=C(C=C3C(=C2)N=CN=C3NC4=C(C=C(C=C4)Br)F)OC. Drug 2: CCCCCOC(=O)NC1=NC(=O)N(C=C1F)C2C(C(C(O2)C)O)O. Cell line: LOX IMVI. Synergy scores: CSS=8.55, Synergy_ZIP=-3.63, Synergy_Bliss=-1.02, Synergy_Loewe=-7.01, Synergy_HSA=1.14. (4) Drug 2: C1C(C(OC1N2C=NC3=C2NC=NCC3O)CO)O. Drug 1: COC1=C2C(=CC3=C1OC=C3)C=CC(=O)O2. Synergy scores: CSS=-0.351, Synergy_ZIP=-0.237, Synergy_Bliss=-1.29, Synergy_Loewe=1.02, Synergy_HSA=-1.74. Cell line: SNB-19.